This data is from Reaction yield outcomes from USPTO patents with 853,638 reactions. The task is: Predict the reaction yield, written as a fraction of the theoretical maximum amount of product (1.0 means a 100% yield; for example, 0.34 means a 34% yield). The reactants are C[O:2][C:3](=[O:26])[CH2:4][C:5]1[CH:10]=[C:9]([Br:11])[C:8]([O:12][C:13]2[CH:18]=[C:17]([CH:19]([CH3:21])[CH3:20])[C:16]([O:22][CH3:23])=[C:15]([F:24])[CH:14]=2)=[C:7]([Br:25])[CH:6]=1.Cl. The catalyst is O1CCCC1.[OH-].[Li+]. The product is [Br:11][C:9]1[CH:10]=[C:5]([CH2:4][C:3]([OH:26])=[O:2])[CH:6]=[C:7]([Br:25])[C:8]=1[O:12][C:13]1[CH:18]=[C:17]([CH:19]([CH3:20])[CH3:21])[C:16]([O:22][CH3:23])=[C:15]([F:24])[CH:14]=1. The yield is 0.990.